Dataset: Reaction yield outcomes from USPTO patents with 853,638 reactions. Task: Predict the reaction yield, written as a fraction of the theoretical maximum amount of product (1.0 means a 100% yield; for example, 0.34 means a 34% yield). (1) The reactants are Cl[CH2:2][Si:3]1([CH3:8])[CH2:7][CH2:6][CH2:5][CH2:4]1.[C:9]([CH2:11][C:12]([O:14][CH2:15][CH3:16])=[O:13])#[N:10].[I-].[K+].[C:19](=O)([O-])[O-].[K+].[K+].[Cl-].[NH4+]. The catalyst is C(#N)C. The product is [CH3:8][Si:3]1([CH2:2][CH2:19][CH:11]([C:9]#[N:10])[C:12]([O:14][CH2:15][CH3:16])=[O:13])[CH2:7][CH2:6][CH2:5][CH2:4]1. The yield is 0.640. (2) The reactants are [F:1][C:2]1[CH:3]=[C:4]([C:20]2[C:21]([C:26]#[N:27])=[CH:22][CH:23]=[CH:24][CH:25]=2)[CH:5]=[CH:6][C:7]=1[CH2:8][C:9]1[C:14](=[O:15])[NH:13][C:12]([CH3:16])=[N:11][C:10]=1[CH2:17][CH2:18][CH3:19].[CH3:28][C:29]1([CH3:41])[CH2:33][C:32]2[CH:34]=[C:35](B(O)O)[CH:36]=[CH:37][C:31]=2[O:30]1.N1C=CC=CC=1.C(N(CC)CC)C. The catalyst is C(OCC)(=O)C.C([O-])(=O)C.[Cu+2].C([O-])(=O)C.ClCCl. The product is [CH3:28][C:29]1([CH3:41])[CH2:33][C:32]2[CH:34]=[C:35]([N:13]3[C:14](=[O:15])[C:9]([CH2:8][C:7]4[CH:6]=[CH:5][C:4]([C:20]5[C:21]([C:26]#[N:27])=[CH:22][CH:23]=[CH:24][CH:25]=5)=[CH:3][C:2]=4[F:1])=[C:10]([CH2:17][CH2:18][CH3:19])[N:11]=[C:12]3[CH3:16])[CH:36]=[CH:37][C:31]=2[O:30]1. The yield is 0.700. (3) The reactants are [C:1]([C:5]1[NH:10][CH:9]=[C:8]([C:11]([O:13][CH2:14][CH3:15])=[O:12])[C:7](=O)[CH:6]=1)([CH3:4])([CH3:3])[CH3:2].P(Cl)(Cl)([Cl:19])=O. No catalyst specified. The product is [C:1]([C:5]1[CH:6]=[C:7]([Cl:19])[C:8]([C:11]([O:13][CH2:14][CH3:15])=[O:12])=[CH:9][N:10]=1)([CH3:4])([CH3:3])[CH3:2]. The yield is 0.730. (4) The reactants are CS(O/[N:6]=[C:7]1\[CH2:8][CH2:9][C:10]2[C:15]\1=[CH:14][C:13]([O:16][CH3:17])=[CH:12][CH:11]=2)(=O)=O.B(F)(F)F.CS(Cl)(=O)=[O:24].C(Cl)Cl. The catalyst is ClCCCl.Cl[Ti](Cl)(Cl)Cl. The product is [CH3:17][O:16][C:13]1[CH:14]=[C:15]2[C:10]([CH2:9][CH2:8][NH:6][C:7]2=[O:24])=[CH:11][CH:12]=1. The yield is 0.950. (5) The reactants are [NH2:1][C:2]1[CH:22]=[CH:21][CH:20]=[C:19]([Cl:23])[C:3]=1[C:4]([NH:6][C:7]1[CH:12]=[CH:11][CH:10]=[CH:9][C:8]=1[C:13]1[CH:18]=[CH:17][CH:16]=[CH:15][CH:14]=1)=[O:5].[Cl:24][CH2:25][C:26](Cl)=O. The catalyst is C(O)(=O)C. The product is [C:8]1([C:13]2[CH:18]=[CH:17][CH:16]=[CH:15][CH:14]=2)[CH:9]=[CH:10][CH:11]=[CH:12][C:7]=1[N:6]1[C:4](=[O:5])[C:3]2[C:2](=[CH:22][CH:21]=[CH:20][C:19]=2[Cl:23])[N:1]=[C:26]1[CH2:25][Cl:24]. The yield is 0.610. (6) The reactants are [C:9](O[C:9]([O:11][C:12]([CH3:15])([CH3:14])[CH3:13])=[O:10])([O:11][C:12]([CH3:15])([CH3:14])[CH3:13])=[O:10].[Br:16][C:17]1[CH:18]=[C:19]([CH2:22][NH:23][CH3:24])[S:20][CH:21]=1.C(N(CC)CC)C. The catalyst is ClCCl. The product is [Br:16][C:17]1[CH:18]=[C:19]([CH2:22][N:23]([CH3:24])[C:9](=[O:10])[O:11][C:12]([CH3:13])([CH3:14])[CH3:15])[S:20][CH:21]=1. The yield is 0.440.